From a dataset of Reaction yield outcomes from USPTO patents with 853,638 reactions. Predict the reaction yield, written as a fraction of the theoretical maximum amount of product (1.0 means a 100% yield; for example, 0.34 means a 34% yield). (1) The reactants are Br[C:2]1[C:7](=[O:8])[N:6]([CH2:9][C:10]2[CH:15]=[CH:14][C:13]([C:16]3[C:17]([C:22]#[N:23])=[CH:18][CH:19]=[CH:20][CH:21]=3)=[CH:12][CH:11]=2)[C:5]([CH2:24][CH2:25][CH3:26])=[N:4][C:3]=1[CH2:27][CH3:28].[CH:29]([O:32][C:33]1[N:38]=[CH:37][C:36](B(O)O)=[CH:35][CH:34]=1)([CH3:31])[CH3:30].C(=O)([O-])[O-].[Cs+].[Cs+].O1CCOCC1. The catalyst is C(OCC)(=O)C.C1C=CC(P(C2C=CC=CC=2)[C-]2C=CC=C2)=CC=1.C1C=CC(P(C2C=CC=CC=2)[C-]2C=CC=C2)=CC=1.Cl[Pd]Cl.[Fe+2].ClCCl. The product is [CH2:27]([C:3]1[N:4]=[C:5]([CH2:24][CH2:25][CH3:26])[N:6]([CH2:9][C:10]2[CH:15]=[CH:14][C:13]([C:16]3[C:17]([C:22]#[N:23])=[CH:18][CH:19]=[CH:20][CH:21]=3)=[CH:12][CH:11]=2)[C:7](=[O:8])[C:2]=1[C:36]1[CH:37]=[N:38][C:33]([O:32][CH:29]([CH3:31])[CH3:30])=[CH:34][CH:35]=1)[CH3:28]. The yield is 0.840. (2) The reactants are [F:1][C:2]([F:7])([F:6])[C:3]([OH:5])=[O:4].[F:8][C:9]([F:14])([F:13])[C:10]([OH:12])=[O:11].[F:15][C:16]([F:21])([F:20])[C:17]([OH:19])=[O:18].[Cl:22][C:23]1[CH:24]=[N:25][C:26]2[NH:27][C:28]3[CH:29]=[N:30][CH:31]=[C:32]([CH:54]=3)[CH2:33][CH2:34][C:35]3[CH:43]=[C:39]([NH:40][C:41]=1[N:42]=2)[CH:38]=[CH:37][C:36]=3[NH:44][C:45](=[O:53])[CH2:46][CH:47]1[CH2:52][CH2:51][NH:50][CH2:49][CH2:48]1.Cl[C:56]1[S:57][CH:58]=[CH:59][N:60]=1. No catalyst specified. The product is [F:1][C:2]([F:7])([F:6])[C:3]([OH:5])=[O:4].[F:8][C:9]([F:14])([F:13])[C:10]([OH:12])=[O:11].[F:15][C:16]([F:21])([F:20])[C:17]([OH:19])=[O:18].[Cl:22][C:23]1[CH:24]=[N:25][C:26]2[NH:27][C:28]3[CH:29]=[N:30][CH:31]=[C:32]([CH:54]=3)[CH2:33][CH2:34][C:35]3[CH:43]=[C:39]([NH:40][C:41]=1[N:42]=2)[CH:38]=[CH:37][C:36]=3[NH:44][C:45](=[O:53])[CH2:46][CH:47]1[CH2:52][CH2:51][N:50]([C:56]2[S:57][CH:58]=[CH:59][N:60]=2)[CH2:49][CH2:48]1. The yield is 0.120.